This data is from NCI-60 drug combinations with 297,098 pairs across 59 cell lines. The task is: Regression. Given two drug SMILES strings and cell line genomic features, predict the synergy score measuring deviation from expected non-interaction effect. (1) Drug 1: C1CN1C2=NC(=NC(=N2)N3CC3)N4CC4. Drug 2: COC1=CC(=CC(=C1O)OC)C2C3C(COC3=O)C(C4=CC5=C(C=C24)OCO5)OC6C(C(C7C(O6)COC(O7)C8=CC=CS8)O)O. Cell line: HL-60(TB). Synergy scores: CSS=91.1, Synergy_ZIP=5.33, Synergy_Bliss=5.39, Synergy_Loewe=4.56, Synergy_HSA=8.60. (2) Drug 1: CC(CN1CC(=O)NC(=O)C1)N2CC(=O)NC(=O)C2. Drug 2: C1=CC(=CC=C1C#N)C(C2=CC=C(C=C2)C#N)N3C=NC=N3. Cell line: SK-OV-3. Synergy scores: CSS=1.84, Synergy_ZIP=-2.84, Synergy_Bliss=-3.60, Synergy_Loewe=-3.20, Synergy_HSA=-3.36. (3) Drug 1: CC1CCC2CC(C(=CC=CC=CC(CC(C(=O)C(C(C(=CC(C(=O)CC(OC(=O)C3CCCCN3C(=O)C(=O)C1(O2)O)C(C)CC4CCC(C(C4)OC)OCCO)C)C)O)OC)C)C)C)OC. Drug 2: C(CN)CNCCSP(=O)(O)O. Cell line: COLO 205. Synergy scores: CSS=4.63, Synergy_ZIP=0.0680, Synergy_Bliss=1.63, Synergy_Loewe=4.56, Synergy_HSA=1.35. (4) Drug 1: CC1=C(C=C(C=C1)NC2=NC=CC(=N2)N(C)C3=CC4=NN(C(=C4C=C3)C)C)S(=O)(=O)N.Cl. Drug 2: C1=CC(=CC=C1CCC2=CNC3=C2C(=O)NC(=N3)N)C(=O)NC(CCC(=O)O)C(=O)O. Cell line: SNB-19. Synergy scores: CSS=32.2, Synergy_ZIP=4.34, Synergy_Bliss=4.75, Synergy_Loewe=-22.1, Synergy_HSA=3.76. (5) Drug 2: CCCCCOC(=O)NC1=NC(=O)N(C=C1F)C2C(C(C(O2)C)O)O. Drug 1: CCCS(=O)(=O)NC1=C(C(=C(C=C1)F)C(=O)C2=CNC3=C2C=C(C=N3)C4=CC=C(C=C4)Cl)F. Synergy scores: CSS=12.1, Synergy_ZIP=-0.713, Synergy_Bliss=-2.33, Synergy_Loewe=-18.5, Synergy_HSA=-5.18. Cell line: MDA-MB-435. (6) Drug 1: C1=NC2=C(N=C(N=C2N1C3C(C(C(O3)CO)O)O)F)N. Drug 2: CS(=O)(=O)CCNCC1=CC=C(O1)C2=CC3=C(C=C2)N=CN=C3NC4=CC(=C(C=C4)OCC5=CC(=CC=C5)F)Cl. Cell line: A498. Synergy scores: CSS=1.15, Synergy_ZIP=-3.17, Synergy_Bliss=0.519, Synergy_Loewe=-6.65, Synergy_HSA=-1.09.